From a dataset of Forward reaction prediction with 1.9M reactions from USPTO patents (1976-2016). Predict the product of the given reaction. Given the reactants Cl.Cl.[NH2:3][CH:4]1[CH2:9][CH2:8][N:7]([C:10]2[C:20]([C:21]#[N:22])=[CH:19][C:13]([C:14]([O:16][CH2:17][CH3:18])=[O:15])=[C:12]([CH3:23])[N:11]=2)[CH2:6][CH2:5]1.ClC(Cl)(Cl)C[O:27][C:28](=O)[NH:29][S:30]([C:33]1[S:34][C:35]([Cl:38])=[CH:36][CH:37]=1)(=[O:32])=[O:31].CCN(C(C)C)C(C)C.CCOC(C)=O, predict the reaction product. The product is: [Cl:38][C:35]1[S:34][C:33]([S:30]([NH:29][C:28]([NH:3][CH:4]2[CH2:9][CH2:8][N:7]([C:10]3[C:20]([C:21]#[N:22])=[CH:19][C:13]([C:14]([O:16][CH2:17][CH3:18])=[O:15])=[C:12]([CH3:23])[N:11]=3)[CH2:6][CH2:5]2)=[O:27])(=[O:32])=[O:31])=[CH:37][CH:36]=1.